Dataset: NCI-60 drug combinations with 297,098 pairs across 59 cell lines. Task: Regression. Given two drug SMILES strings and cell line genomic features, predict the synergy score measuring deviation from expected non-interaction effect. (1) Drug 1: C1=C(C(=O)NC(=O)N1)F. Drug 2: COC1=C2C(=CC3=C1OC=C3)C=CC(=O)O2. Cell line: HOP-62. Synergy scores: CSS=31.3, Synergy_ZIP=-10.1, Synergy_Bliss=-12.0, Synergy_Loewe=-11.3, Synergy_HSA=-9.97. (2) Drug 1: CC1C(C(CC(O1)OC2CC(CC3=C2C(=C4C(=C3O)C(=O)C5=C(C4=O)C(=CC=C5)OC)O)(C(=O)C)O)N)O.Cl. Drug 2: CC(C1=C(C=CC(=C1Cl)F)Cl)OC2=C(N=CC(=C2)C3=CN(N=C3)C4CCNCC4)N. Cell line: SK-MEL-28. Synergy scores: CSS=8.14, Synergy_ZIP=-4.24, Synergy_Bliss=-3.00, Synergy_Loewe=-11.8, Synergy_HSA=-7.36. (3) Drug 2: CN(C(=O)NC(C=O)C(C(C(CO)O)O)O)N=O. Drug 1: C1C(C(OC1N2C=NC3=C(N=C(N=C32)Cl)N)CO)O. Synergy scores: CSS=15.7, Synergy_ZIP=-1.96, Synergy_Bliss=2.10, Synergy_Loewe=-21.8, Synergy_HSA=0.667. Cell line: SK-MEL-5.